Dataset: NCI-60 drug combinations with 297,098 pairs across 59 cell lines. Task: Regression. Given two drug SMILES strings and cell line genomic features, predict the synergy score measuring deviation from expected non-interaction effect. (1) Drug 1: CCN(CC)CCNC(=O)C1=C(NC(=C1C)C=C2C3=C(C=CC(=C3)F)NC2=O)C. Drug 2: B(C(CC(C)C)NC(=O)C(CC1=CC=CC=C1)NC(=O)C2=NC=CN=C2)(O)O. Cell line: OVCAR3. Synergy scores: CSS=43.9, Synergy_ZIP=0.976, Synergy_Bliss=1.66, Synergy_Loewe=-24.1, Synergy_HSA=0.505. (2) Drug 1: C(CC(=O)O)C(=O)CN.Cl. Drug 2: CC1=C(C(=O)C2=C(C1=O)N3CC4C(C3(C2COC(=O)N)OC)N4)N. Cell line: NCI-H226. Synergy scores: CSS=18.0, Synergy_ZIP=-6.48, Synergy_Bliss=-3.98, Synergy_Loewe=-30.4, Synergy_HSA=-3.36. (3) Drug 1: CC1=C(C=C(C=C1)NC(=O)C2=CC=C(C=C2)CN3CCN(CC3)C)NC4=NC=CC(=N4)C5=CN=CC=C5. Drug 2: C1=CC=C(C=C1)NC(=O)CCCCCCC(=O)NO. Cell line: MDA-MB-435. Synergy scores: CSS=0.988, Synergy_ZIP=6.04, Synergy_Bliss=-1.66, Synergy_Loewe=-12.9, Synergy_HSA=-7.90.